Predict the product of the given reaction. From a dataset of Forward reaction prediction with 1.9M reactions from USPTO patents (1976-2016). (1) Given the reactants C/[C:2](=[CH:6]\[C:7]1[C:8]([NH:19][CH2:20][C:21]2[CH:26]=[CH:25][C:24]([O:27][CH3:28])=[CH:23][CH:22]=2)=[N:9][C:10]2[C:15]([CH:16]=1)=[CH:14][C:13]([Br:17])=[C:12]([F:18])[CH:11]=2)/[C:3]([OH:5])=O.[CH:29]1([CH2:35][NH2:36])[CH2:34][CH2:33][CH2:32][CH2:31][CH2:30]1.CCN(C(C)C)C(C)C.C(=O)(O)[O-].[Na+], predict the reaction product. The product is: [Br:17][C:13]1[CH:14]=[C:15]2[C:10](=[CH:11][C:12]=1[F:18])[N:9]=[C:8]([NH:19][CH2:20][C:21]1[CH:22]=[CH:23][C:24]([O:27][CH3:28])=[CH:25][CH:26]=1)[C:7](/[CH:6]=[CH:2]/[C:3]([NH:36][CH2:35][CH:29]1[CH2:34][CH2:33][CH2:32][CH2:31][CH2:30]1)=[O:5])=[CH:16]2. (2) The product is: [CH:30]1([CH2:29][O:28][C:22]2[CH:23]=[C:24]([F:27])[CH:25]=[CH:26][C:21]=2[C:20]2[C:15]3[NH:14][C:13]([CH3:33])=[C:12]([C:10]([NH:9][C@H:6]4[CH2:7][CH2:8][C@@H:3]([NH:2][C:38](=[O:37])[CH2:39][OH:40])[CH2:4][CH2:5]4)=[O:11])[C:16]=3[N:17]=[CH:18][N:19]=2)[CH2:31][CH2:32]1. Given the reactants Cl.[NH2:2][C@@H:3]1[CH2:8][CH2:7][C@H:6]([NH:9][C:10]([C:12]2[C:16]3[N:17]=[CH:18][N:19]=[C:20]([C:21]4[CH:26]=[CH:25][C:24]([F:27])=[CH:23][C:22]=4[O:28][CH2:29][CH:30]4[CH2:32][CH2:31]4)[C:15]=3[NH:14][C:13]=2[CH3:33])=[O:11])[CH2:5][CH2:4]1.C([O:37][CH2:38][C:39](Cl)=[O:40])(=O)C, predict the reaction product. (3) The product is: [CH:1]1([C:7]2[CH:8]=[CH:9][C:10]3[N:11]([C:13]([CH2:20][N:21]4[CH2:25][CH:24]([CH2:26][CH2:27][CH3:28])[CH2:23][C:22]4=[O:29])=[C:14]([C:16]([F:17])([F:19])[F:18])[N:15]=3)[N:12]=2)[CH2:3][CH2:2]1. Given the reactants [CH:1]1([Mg]Br)[CH2:3][CH2:2]1.Cl[C:7]1[CH:8]=[CH:9][C:10]2[N:11]([C:13]([CH2:20][N:21]3[CH2:25][CH:24]([CH2:26][CH2:27][CH3:28])[CH2:23][C:22]3=[O:29])=[C:14]([C:16]([F:19])([F:18])[F:17])[N:15]=2)[N:12]=1.Cl.C([O-])(O)=O.[Na+], predict the reaction product. (4) Given the reactants Cl.[F:2][CH2:3][C:4]([C:8]1[O:12][N:11]=[C:10]([NH:13][C:14](=[O:38])[NH:15][C:16]2[CH:21]=[CH:20][C:19]([NH:22][C:23](=[O:37])[C:24]3[CH:29]=[CH:28][C:27]([O:30][CH:31]4[CH2:36][CH2:35][NH:34][CH2:33][CH2:32]4)=[CH:26][N:25]=3)=[CH:18][CH:17]=2)[CH:9]=1)([CH3:7])[CH2:5][F:6].[CH3:39][C:40]([CH3:42])=O.[BH3-]C#N.[Na+], predict the reaction product. The product is: [F:2][CH2:3][C:4]([C:8]1[O:12][N:11]=[C:10]([NH:13][C:14](=[O:38])[NH:15][C:16]2[CH:17]=[CH:18][C:19]([NH:22][C:23](=[O:37])[C:24]3[CH:29]=[CH:28][C:27]([O:30][CH:31]4[CH2:32][CH2:33][N:34]([CH:40]([CH3:42])[CH3:39])[CH2:35][CH2:36]4)=[CH:26][N:25]=3)=[CH:20][CH:21]=2)[CH:9]=1)([CH3:7])[CH2:5][F:6]. (5) Given the reactants [NH2:1][C:2]1[NH:6][N:5]=[CH:4][C:3]=1[C:7]1[CH:8]=[C:9]([N:13]2[CH2:18][CH2:17][N:16]([CH2:19][CH2:20][OH:21])[CH2:15][CH2:14]2)[CH:10]=[CH:11][CH:12]=1.[Cl:22][C:23]1[CH:24]=[C:25]([CH:30]([C:33](=O)[CH3:34])[C:31]#[N:32])[CH:26]=[CH:27][C:28]=1[F:29], predict the reaction product. The product is: [NH2:32][C:31]1[N:6]2[N:5]=[CH:4][C:3]([C:7]3[CH:8]=[C:9]([N:13]4[CH2:14][CH2:15][N:16]([CH2:19][CH2:20][OH:21])[CH2:17][CH2:18]4)[CH:10]=[CH:11][CH:12]=3)=[C:2]2[N:1]=[C:33]([CH3:34])[C:30]=1[C:25]1[CH:26]=[CH:27][C:28]([F:29])=[C:23]([Cl:22])[CH:24]=1. (6) Given the reactants [CH2:1]([OH:4])[C:2]#[CH:3].[C:5]([Si:9]([O:22][CH2:23][C:24]1[CH:29]=[C:28](Br)[CH:27]=[C:26](Br)[CH:25]=1)([C:16]1[CH:21]=[CH:20][CH:19]=[CH:18][CH:17]=1)[C:10]1[CH:15]=[CH:14][CH:13]=[CH:12][CH:11]=1)([CH3:8])([CH3:7])[CH3:6], predict the reaction product. The product is: [OH:4][CH2:1][C:2]#[C:3][C:26]1[CH:25]=[C:24]([CH2:23][O:22][Si:9]([C:5]([CH3:7])([CH3:6])[CH3:8])([C:16]2[CH:21]=[CH:20][CH:19]=[CH:18][CH:17]=2)[C:10]2[CH:15]=[CH:14][CH:13]=[CH:12][CH:11]=2)[CH:29]=[C:28]([C:3]#[C:2][CH2:1][OH:4])[CH:27]=1. (7) Given the reactants [F:1][C:2]([CH3:6])([CH3:5])[CH2:3][OH:4].C(N(CC)CC)C.[F:14][C:15]([F:28])([F:27])[S:16](O[S:16]([C:15]([F:28])([F:27])[F:14])(=[O:18])=[O:17])(=[O:18])=[O:17].Cl, predict the reaction product. The product is: [F:1][C:2]([CH3:6])([CH3:5])[CH2:3][O:4][S:16]([C:15]([F:28])([F:27])[F:14])(=[O:18])=[O:17]. (8) Given the reactants [ClH:1].C(OC([N:9]1[CH2:14][CH2:13][CH:12]([CH:15]2[CH2:19][C:18]3[CH:20]=[C:21]([C:24]4[CH:29]=[CH:28][C:27]([S:30]([CH3:33])(=[O:32])=[O:31])=[CH:26][CH:25]=4)[CH:22]=[CH:23][C:17]=3[O:16]2)[CH2:11][CH2:10]1)=O)(C)(C)C, predict the reaction product. The product is: [CH3:33][S:30]([C:27]1[CH:26]=[CH:25][C:24]([C:21]2[CH:22]=[CH:23][C:17]3[O:16][CH:15]([CH:12]4[CH2:13][CH2:14][NH:9][CH2:10][CH2:11]4)[CH2:19][C:18]=3[CH:20]=2)=[CH:29][CH:28]=1)(=[O:31])=[O:32].[ClH:1]. (9) Given the reactants C([O:3][C:4](=[O:25])[C:5]([F:24])([F:23])[C:6]1[CH:11]=[CH:10][C:9]([O:12][CH3:13])=[C:8](B2OC(C)(C)C(C)(C)O2)[CH:7]=1)C.Br[C:27]1[CH:34]=[CH:33][C:32]([C:35]([F:38])([F:37])[F:36])=[CH:31][C:28]=1[CH:29]=[O:30], predict the reaction product. The product is: [F:24][C:5]([F:23])([C:6]1[CH:7]=[C:8]([C:27]2[CH:34]=[CH:33][C:32]([C:35]([F:38])([F:37])[F:36])=[CH:31][C:28]=2[CH:29]=[O:30])[C:9]([O:12][CH3:13])=[CH:10][CH:11]=1)[C:4]([OH:3])=[O:25].